This data is from Catalyst prediction with 721,799 reactions and 888 catalyst types from USPTO. The task is: Predict which catalyst facilitates the given reaction. (1) Reactant: [Cl:1][C:2]1[CH:11]=[C:10]2[C:5]([CH:6]=[CH:7][N:8]([C@H:13]3[C@H:20]4[C@H:16]([O:17][CH:18]([O:21][CH3:22])[O:19]4)[C@@H:15]([CH2:23][OH:24])[O:14]3)[C:9]2=[O:12])=[CH:4][CH:3]=1.[S:25](Cl)([C:28]1[CH:34]=[CH:33][C:31]([CH3:32])=[CH:30][CH:29]=1)(=[O:27])=[O:26]. Product: [Cl:1][C:2]1[CH:11]=[C:10]2[C:5]([CH:6]=[CH:7][N:8]([C@H:13]3[C@@H:20]4[O:19][CH:18]([O:21][CH3:22])[O:17][C@@H:16]4[C@@H:15]([CH2:23][O:24][S:25]([C:28]4[CH:34]=[CH:33][C:31]([CH3:32])=[CH:30][CH:29]=4)(=[O:27])=[O:26])[O:14]3)[C:9]2=[O:12])=[CH:4][CH:3]=1. The catalyst class is: 4. (2) Reactant: [Cl:1][C:2]1[CH:7]=[CH:6][CH:5]=[CH:4][C:3]=1[OH:8].C(=O)([O-])[O-].[K+].[K+].Cl[C:16]1[C:21]([C:22]([O:24][CH2:25][CH3:26])=[O:23])=[CH:20][N:19]=[C:18]([C:27]2[CH:32]=[C:31]([F:33])[CH:30]=[C:29]([F:34])[CH:28]=2)[CH:17]=1. Product: [Cl:1][C:2]1[CH:7]=[CH:6][CH:5]=[CH:4][C:3]=1[O:8][C:16]1[C:21]([C:22]([O:24][CH2:25][CH3:26])=[O:23])=[CH:20][N:19]=[C:18]([C:27]2[CH:28]=[C:29]([F:34])[CH:30]=[C:31]([F:33])[CH:32]=2)[CH:17]=1. The catalyst class is: 3. (3) Reactant: [NH2:1][C:2]1[N:11]=[CH:10][C:9]2[C:8](SC)=[N:7][CH:6]=[N:5][C:4]=2[CH:3]=1.[CH3:14][O:15][C:16]1[CH:22]=[CH:21][C:19]([NH2:20])=[CH:18][CH:17]=1. Product: [NH2:1][C:2]1[N:11]=[CH:10][C:9]2[C:8]([NH:20][C:19]3[CH:21]=[CH:22][C:16]([O:15][CH3:14])=[CH:17][CH:18]=3)=[N:7][CH:6]=[N:5][C:4]=2[CH:3]=1. The catalyst class is: 8. (4) Reactant: [C:1]([O:5][C:6](=[O:20])[N:7]([CH2:9][CH2:10][C:11]1[CH:16]=[CH:15][C:14]([Cl:17])=[C:13]([CH:18]=O)[CH:12]=1)[CH3:8])([CH3:4])([CH3:3])[CH3:2].CCN(CC)CC.[CH:28]1([NH2:31])[CH2:30][CH2:29]1.[BH4-].[Na+].C([O-])(O)=O.[Na+]. Product: [C:1]([O:5][C:6](=[O:20])[N:7]([CH2:9][CH2:10][C:11]1[CH:16]=[CH:15][C:14]([Cl:17])=[C:13]([CH2:18][NH:31][CH:28]2[CH2:30][CH2:29]2)[CH:12]=1)[CH3:8])([CH3:4])([CH3:3])[CH3:2]. The catalyst class is: 5. (5) Reactant: [BH4-].[Li+].[C:3]([N:6]1[CH2:11][CH2:10][C:9]2[N:12]=[C:13]([C:15]3[CH:39]=[CH:38][C:18]([O:19][CH2:20][CH2:21][CH2:22][N:23]4[CH2:27][CH2:26][CH2:25][C@H:24]4[C:28](OCC4C=CC=CC=4)=[O:29])=[CH:17][CH:16]=3)[S:14][C:8]=2[CH2:7]1)(=[O:5])[CH3:4].O. Product: [C:3]([N:6]1[CH2:11][CH2:10][C:9]2[N:12]=[C:13]([C:15]3[CH:39]=[CH:38][C:18]([O:19][CH2:20][CH2:21][CH2:22][N:23]4[CH2:27][CH2:26][CH2:25][C@H:24]4[CH2:28][OH:29])=[CH:17][CH:16]=3)[S:14][C:8]=2[CH2:7]1)(=[O:5])[CH3:4]. The catalyst class is: 7. (6) Reactant: [CH2:1]([N:8]1[CH2:13][CH2:12][CH2:11][C@H:10]([O:14][C:15]2[CH:16]=[C:17]3[C:22](=[CH:23][CH:24]=2)[C:21]([N:25]2C(=O)C4C(=CC=CC=4)C2=O)=[N:20][CH:19]=[CH:18]3)[CH2:9]1)[C:2]1[CH:7]=[CH:6][CH:5]=[CH:4][CH:3]=1.O.NN. Product: [CH2:1]([N:8]1[CH2:13][CH2:12][CH2:11][C@H:10]([O:14][C:15]2[CH:16]=[C:17]3[C:22](=[CH:23][CH:24]=2)[C:21]([NH2:25])=[N:20][CH:19]=[CH:18]3)[CH2:9]1)[C:2]1[CH:7]=[CH:6][CH:5]=[CH:4][CH:3]=1. The catalyst class is: 8. (7) Reactant: [CH3:1][CH2:2][CH2:3][CH2:4][CH2:5][CH3:6].[CH2:7]([Li])[CH2:8][CH2:9][CH3:10].C1(C2C=CC=CC=2)C=CC=CC=1NC1C=[CH:22][S:21]C=1C1C=CC=CC=1.[CH3:36][CH2:37][CH2:38][CH2:39][CH2:40]CC.[B:43](Cl)(Cl)Cl.[Cl-].[Cl-].[Cl-].[Al+3].C[C:52]1([CH3:60])[CH2:57][CH2:56][CH2:55][C:54](C)(C)[NH:53]1.CCCCCCCC. Product: [CH:8]1[C:9]2[C:10]3=[C:36]4[B:43]([C:3]5[CH:2]=[CH:1][CH:6]=[CH:5][C:4]=5[C:60]3=[C:52]3[N:53]([CH:54]=[CH:55][CH:56]=[CH:57]3)[C:22]=2[S:21][CH:7]=1)[CH:40]=[CH:39][CH:38]=[CH:37]4. The catalyst class is: 11.